From a dataset of Retrosynthesis with 50K atom-mapped reactions and 10 reaction types from USPTO. Predict the reactants needed to synthesize the given product. (1) Given the product CN1CC(CO)C2c3cccc4c3c(cn4S(=O)(=O)c3ccccc3)CC21, predict the reactants needed to synthesize it. The reactants are: COC(=O)C1CN(C)C2Cc3cn(S(=O)(=O)c4ccccc4)c4cccc(c34)C12. (2) Given the product COC(OC)c1ccc([N+](=O)[O-])c(Nc2nc(-c3ccc(C(F)(F)F)cc3)c(C(N)=O)s2)c1, predict the reactants needed to synthesize it. The reactants are: COC(OC)c1ccc([N+](=O)[O-])c(F)c1.NC(=O)c1sc(N)nc1-c1ccc(C(F)(F)F)cc1. (3) Given the product CNC(=O)c1c(-c2ccc(F)cc2)oc2nc(NCC(F)(F)F)c(-c3cccc(C(=O)OC(C)(C)C)c3)cc12, predict the reactants needed to synthesize it. The reactants are: CNC(=O)c1c(-c2ccc(F)cc2)oc2nc(Cl)c(-c3cccc(C(=O)OC(C)(C)C)c3)cc12.NCC(F)(F)F. (4) Given the product Cc1ccc(S(=O)(=O)Nc2ccccc2C(=O)O)cc1, predict the reactants needed to synthesize it. The reactants are: Cc1ccc(S(=O)(=O)Cl)cc1.Nc1ccccc1C(=O)O. (5) Given the product c1ccc2c(c1)CCNC2CN1CCCC1, predict the reactants needed to synthesize it. The reactants are: c1ccc(CN2CCc3ccccc3C2CN2CCCC2)cc1. (6) Given the product CCCC[N+](CCCC)(CCCC)CCCC, predict the reactants needed to synthesize it. The reactants are: CC(c1cccc([N+](=O)[O-])c1)S(=O)(=O)[O-]. (7) Given the product COC(=O)Cc1cc2ccc(F)cc2c(C(=O)N2CCN(c3ccc(F)cc3)CC2)c1C, predict the reactants needed to synthesize it. The reactants are: COC(=O)Cc1cc2ccc(F)cc2c(C(=O)O)c1C.Fc1ccc(N2CCNCC2)cc1. (8) Given the product CCCCCNC(=O)c1ccc(N2CCN(C(=O)c3ccccc3C(F)(F)F)CC2)nn1, predict the reactants needed to synthesize it. The reactants are: CCCCCNC(=O)c1ccc(Cl)nn1.O=C(c1ccccc1C(F)(F)F)N1CCNCC1.